From a dataset of Reaction yield outcomes from USPTO patents with 853,638 reactions. Predict the reaction yield, written as a fraction of the theoretical maximum amount of product (1.0 means a 100% yield; for example, 0.34 means a 34% yield). (1) The reactants are [C:1]([C:3]1([CH2:6][CH2:7][CH2:8][CH2:9][CH2:10][CH2:11][CH2:12][CH2:13][CH2:14][CH2:15][CH2:16][CH2:17][C:18]2([C:21]([OH:23])=[O:22])[CH2:20][CH2:19]2)[CH2:5][CH2:4]1)#[N:2].[N-:24]=[N+:25]=[N-:26].[Na+].Cl.C(N(CC)CC)C. The catalyst is [N+](C1C=CC=CC=1)([O-])=O.C(OCC)C. The product is [NH:2]1[C:1]([C:3]2([CH2:6][CH2:7][CH2:8][CH2:9][CH2:10][CH2:11][CH2:12][CH2:13][CH2:14][CH2:15][CH2:16][CH2:17][C:18]3([C:21]([OH:23])=[O:22])[CH2:19][CH2:20]3)[CH2:4][CH2:5]2)=[N:26][N:25]=[N:24]1. The yield is 0.270. (2) The reactants are Br[C:2]1[CH:3]=[CH:4][C:5]([C:8]([CH3:11])([CH3:10])[CH3:9])=[N:6][CH:7]=1.[Li]CCCC.[CH2:17]1[O:19][CH2:18]1. The yield is 0.830. The catalyst is C1COCC1. The product is [C:8]([C:5]1[N:6]=[CH:7][C:2]([CH2:17][CH2:18][OH:19])=[CH:3][CH:4]=1)([CH3:11])([CH3:10])[CH3:9]. (3) The reactants are [F:1][C:2]1[CH:7]=[CH:6][C:5]([CH:8]2[C:13]3=[N:14][NH:15][C:16](=[O:21])[C:17]4[CH:18]=[CH:19][CH:20]=[C:11]([C:12]=43)[NH:10][CH:9]2[C:22]2[CH:27]=[CH:26][C:25]([CH:28]3[CH2:32][CH2:31][CH2:30][N:29]3C(OCC3C=CC=CC=3)=O)=[CH:24][CH:23]=2)=[CH:4][CH:3]=1. The catalyst is CO.[Pd]. The product is [F:1][C:2]1[CH:3]=[CH:4][C:5]([CH:8]2[C:13]3=[N:14][NH:15][C:16](=[O:21])[C:17]4[CH:18]=[CH:19][CH:20]=[C:11]([C:12]=43)[NH:10][CH:9]2[C:22]2[CH:27]=[CH:26][C:25]([CH:28]3[CH2:32][CH2:31][CH2:30][NH:29]3)=[CH:24][CH:23]=2)=[CH:6][CH:7]=1. The yield is 0.110. (4) The product is [CH3:14][O:13][C:11](=[O:12])[CH2:2][S:1][CH2:6][CH2:5][CH2:4][SH:3]. The catalyst is C1COCC1. The yield is 0.270. The reactants are [S:1]1[CH2:6][CH2:5][CH2:4][S:3][CH2:2]1.[H-].[Na+].BrC[C:11]([O:13][CH3:14])=[O:12]. (5) The reactants are Br[C:2]1[CH:35]=[CH:34][C:5]([CH2:6][N:7]2[C:11]3[CH:12]=[C:13]([O:16][CH2:17][C:18]4[CH:23]=[CH:22][C:21]([CH3:24])=[CH:20][N:19]=4)[CH:14]=[CH:15][C:10]=3[N:9]=[C:8]2[C@H:25]2[CH2:30][CH2:29][CH2:28][CH2:27][C@H:26]2[C:31]([OH:33])=[O:32])=[CH:4][CH:3]=1.CC(OC1C=CC=C(OC(C)C)C=1C1C(P(C2CCCCC2)C2CCCCC2)=CC=CC=1)C.Cl.[F:70][C:71]1([F:76])[CH2:75][CH2:74][NH:73][CH2:72]1.N#N. No catalyst specified. The product is [F:70][C:71]1([F:76])[CH2:75][CH2:74][N:73]([C:2]2[CH:35]=[CH:34][C:5]([CH2:6][N:7]3[C:11]4[CH:12]=[C:13]([O:16][CH2:17][C:18]5[CH:23]=[CH:22][C:21]([CH3:24])=[CH:20][N:19]=5)[CH:14]=[CH:15][C:10]=4[N:9]=[C:8]3[C@H:25]3[CH2:30][CH2:29][CH2:28][CH2:27][C@H:26]3[C:31]([OH:33])=[O:32])=[CH:4][CH:3]=2)[CH2:72]1. The yield is 0.380. (6) The reactants are Cl.[CH3:2][O:3][C:4]1[CH:9]=[CH:8][C:7]([NH:10][NH2:11])=[CH:6][CH:5]=1.[CH3:12][C:13](=O)[CH2:14][C:15](=O)[CH3:16]. The catalyst is C(O)(=O)C. The product is [CH3:2][O:3][C:4]1[CH:9]=[CH:8][C:7]([N:10]2[C:15]([CH3:16])=[CH:14][C:13]([CH3:12])=[N:11]2)=[CH:6][CH:5]=1. The yield is 0.950. (7) The reactants are [CH2:1]=[CH:2]C(=C)C.[CH2:6]([O:9][CH:10]1[CH2:15][CH2:14][CH2:13][CH2:12][O:11]1)[C:7]#[CH:8].C(Br)C. The catalyst is CCCCCC. The product is [CH2:6]([O:9][CH:10]1[CH2:15][CH2:14][CH2:13][CH2:12][O:11]1)[C:7]#[C:8][CH2:1][CH3:2]. The yield is 0.943. (8) The reactants are [F:1][C:2]([F:21])([F:20])[C:3]1[C:11]([C:12]#[N:13])=[CH:10][CH:9]=[C:8]2[C:4]=1[CH:5]=[C:6]([CH2:14][CH2:15][C:16]([F:19])([F:18])[F:17])[NH:7]2.C([O-])([O-])=O.[Cs+].[Cs+].Cl[CH2:29][C:30]1[N:34]=[C:33]([C:35]2[CH:40]=[C:39]([F:41])[CH:38]=[C:37]([F:42])[CH:36]=2)[O:32][N:31]=1. The catalyst is C(#N)C. The product is [F:41][C:39]1[CH:40]=[C:35]([C:33]2[O:32][N:31]=[C:30]([CH2:29][N:7]3[C:8]4[C:4](=[C:3]([C:2]([F:1])([F:20])[F:21])[C:11]([C:12]#[N:13])=[CH:10][CH:9]=4)[CH:5]=[C:6]3[CH2:14][CH2:15][C:16]([F:19])([F:18])[F:17])[N:34]=2)[CH:36]=[C:37]([F:42])[CH:38]=1. The yield is 0.240.